From a dataset of Forward reaction prediction with 1.9M reactions from USPTO patents (1976-2016). Predict the product of the given reaction. (1) The product is: [N:22]1([C:7]2[CH:6]=[CH:5][C:3]([NH2:4])=[C:2]([F:1])[CH:8]=2)[CH2:25][CH2:24][CH2:23]1. Given the reactants [F:1][C:2]1[CH:8]=[C:7](I)[CH:6]=[CH:5][C:3]=1[NH2:4].P([O-])([O-])([O-])=O.[K+].[K+].[K+].C(O)CO.[NH:22]1[CH2:25][CH2:24][CH2:23]1, predict the reaction product. (2) Given the reactants [N:1]1[C:10]2[C:5](=[CH:6][CH:7]=[CH:8][CH:9]=2)[CH:4]=[C:3]([NH:11][C:12]([NH2:14])=[S:13])[CH:2]=1.[O-]CC.[Na+].[C:19]([CH2:21][C:22](OCC)=[O:23])#[N:20].S(=O)(=O)(O)O, predict the reaction product. The product is: [NH2:20][C:19]1[N:11]([C:3]2[CH:2]=[N:1][C:10]3[C:5]([CH:4]=2)=[CH:6][CH:7]=[CH:8][CH:9]=3)[C:12](=[S:13])[NH:14][C:22](=[O:23])[CH:21]=1. (3) Given the reactants CN(C)CCC([N:12]1[CH:16]=[C:15]([NH2:17])[CH:14]=[N:13]1)C1C=CC=CC=1.O[CH:20]([C:32]1[CH:37]=[CH:36][CH:35]=[CH:34][CH:33]=1)[CH2:21][CH2:22][N:23]([CH3:31])[C:24](=[O:30])[O:25][C:26]([CH3:29])([CH3:28])[CH3:27], predict the reaction product. The product is: [NH2:17][C:15]1[CH:16]=[N:12][N:13]([CH:20]([C:32]2[CH:37]=[CH:36][CH:35]=[CH:34][CH:33]=2)[CH2:21][CH2:22][N:23]([CH3:31])[C:24](=[O:30])[O:25][C:26]([CH3:29])([CH3:28])[CH3:27])[CH:14]=1. (4) Given the reactants [F:1][C:2]([F:24])([F:23])[O:3][C:4]1[CH:9]=[CH:8][CH:7]=[CH:6][C:5]=1[CH2:10][NH:11][C:12]([C:14]1[CH:15]=[C:16]2[C:20](=[CH:21][CH:22]=1)[NH:19][CH2:18][CH2:17]2)=[O:13].[Cl:25][C:26]1[N:31]=[C:30](Cl)[N:29]=[C:28]([CH3:33])[N:27]=1.C(N(C(C)C)CC)(C)C, predict the reaction product. The product is: [Cl:25][C:26]1[N:27]=[C:28]([CH3:33])[N:29]=[C:30]([N:19]2[C:20]3[C:16](=[CH:15][C:14]([C:12]([NH:11][CH2:10][C:5]4[CH:6]=[CH:7][CH:8]=[CH:9][C:4]=4[O:3][C:2]([F:23])([F:1])[F:24])=[O:13])=[CH:22][CH:21]=3)[CH2:17][CH2:18]2)[N:31]=1.